Regression. Given two drug SMILES strings and cell line genomic features, predict the synergy score measuring deviation from expected non-interaction effect. From a dataset of NCI-60 drug combinations with 297,098 pairs across 59 cell lines. (1) Drug 1: C1C(C(OC1N2C=C(C(=O)NC2=O)F)CO)O. Drug 2: CC1CCC2CC(C(=CC=CC=CC(CC(C(=O)C(C(C(=CC(C(=O)CC(OC(=O)C3CCCCN3C(=O)C(=O)C1(O2)O)C(C)CC4CCC(C(C4)OC)O)C)C)O)OC)C)C)C)OC. Cell line: HCT116. Synergy scores: CSS=13.3, Synergy_ZIP=3.87, Synergy_Bliss=8.54, Synergy_Loewe=-7.64, Synergy_HSA=4.93. (2) Drug 1: CC1=C2C(C(=O)C3(C(CC4C(C3C(C(C2(C)C)(CC1OC(=O)C(C(C5=CC=CC=C5)NC(=O)OC(C)(C)C)O)O)OC(=O)C6=CC=CC=C6)(CO4)OC(=O)C)OC)C)OC. Drug 2: CC(C)(C#N)C1=CC(=CC(=C1)CN2C=NC=N2)C(C)(C)C#N. Cell line: SR. Synergy scores: CSS=39.8, Synergy_ZIP=0.0389, Synergy_Bliss=-1.20, Synergy_Loewe=-3.06, Synergy_HSA=-0.227. (3) Drug 1: CN1CCC(CC1)COC2=C(C=C3C(=C2)N=CN=C3NC4=C(C=C(C=C4)Br)F)OC. Drug 2: CNC(=O)C1=CC=CC=C1SC2=CC3=C(C=C2)C(=NN3)C=CC4=CC=CC=N4. Cell line: SN12C. Synergy scores: CSS=13.3, Synergy_ZIP=-4.59, Synergy_Bliss=-1.96, Synergy_Loewe=-1.19, Synergy_HSA=-0.626. (4) Drug 1: CN(CC1=CN=C2C(=N1)C(=NC(=N2)N)N)C3=CC=C(C=C3)C(=O)NC(CCC(=O)O)C(=O)O. Drug 2: C1=NC2=C(N=C(N=C2N1C3C(C(C(O3)CO)O)F)Cl)N. Cell line: RPMI-8226. Synergy scores: CSS=-0.0455, Synergy_ZIP=3.17, Synergy_Bliss=-0.821, Synergy_Loewe=-26.5, Synergy_HSA=-2.57. (5) Drug 1: CCCS(=O)(=O)NC1=C(C(=C(C=C1)F)C(=O)C2=CNC3=C2C=C(C=N3)C4=CC=C(C=C4)Cl)F. Drug 2: CC1=C(C(=CC=C1)Cl)NC(=O)C2=CN=C(S2)NC3=CC(=NC(=N3)C)N4CCN(CC4)CCO. Cell line: EKVX. Synergy scores: CSS=13.7, Synergy_ZIP=-0.668, Synergy_Bliss=1.72, Synergy_Loewe=-26.1, Synergy_HSA=-0.189. (6) Drug 1: CC(C)CN1C=NC2=C1C3=CC=CC=C3N=C2N. Drug 2: B(C(CC(C)C)NC(=O)C(CC1=CC=CC=C1)NC(=O)C2=NC=CN=C2)(O)O. Cell line: HCC-2998. Synergy scores: CSS=16.5, Synergy_ZIP=5.36, Synergy_Bliss=6.91, Synergy_Loewe=-14.6, Synergy_HSA=4.44. (7) Synergy scores: CSS=32.0, Synergy_ZIP=-4.90, Synergy_Bliss=0.122, Synergy_Loewe=-83.2, Synergy_HSA=-1.20. Drug 2: CN(C(=O)NC(C=O)C(C(C(CO)O)O)O)N=O. Drug 1: CC1C(C(=O)NC(C(=O)N2CCCC2C(=O)N(CC(=O)N(C(C(=O)O1)C(C)C)C)C)C(C)C)NC(=O)C3=C4C(=C(C=C3)C)OC5=C(C(=O)C(=C(C5=N4)C(=O)NC6C(OC(=O)C(N(C(=O)CN(C(=O)C7CCCN7C(=O)C(NC6=O)C(C)C)C)C)C(C)C)C)N)C. Cell line: MDA-MB-435. (8) Drug 1: C1=NC(=NC(=O)N1C2C(C(C(O2)CO)O)O)N. Drug 2: N.N.Cl[Pt+2]Cl. Cell line: NCI-H522. Synergy scores: CSS=83.9, Synergy_ZIP=-3.39, Synergy_Bliss=0.140, Synergy_Loewe=1.99, Synergy_HSA=4.85. (9) Drug 1: CC12CCC3C(C1CCC2=O)CC(=C)C4=CC(=O)C=CC34C. Drug 2: CC1C(C(CC(O1)OC2CC(OC(C2O)C)OC3=CC4=CC5=C(C(=O)C(C(C5)C(C(=O)C(C(C)O)O)OC)OC6CC(C(C(O6)C)O)OC7CC(C(C(O7)C)O)OC8CC(C(C(O8)C)O)(C)O)C(=C4C(=C3C)O)O)O)O. Cell line: T-47D. Synergy scores: CSS=25.6, Synergy_ZIP=-8.09, Synergy_Bliss=0.145, Synergy_Loewe=-1.09, Synergy_HSA=-0.816.